This data is from Full USPTO retrosynthesis dataset with 1.9M reactions from patents (1976-2016). The task is: Predict the reactants needed to synthesize the given product. (1) Given the product [CH3:32][O:33][CH:34]1[C@H:39]([NH:13][C@@H:10]2[CH2:11][CH2:12][C@:8]([C@H:5]3[CH2:6][CH2:7][O:3][CH2:4]3)([C:14]([N:16]3[CH2:17][CH2:18][N:19]([C:22]4[CH:27]=[C:26]([C:28]([F:29])([F:31])[F:30])[CH:25]=[CH:24][N:23]=4)[CH2:20][CH2:21]3)=[O:15])[CH2:9]2)[CH2:38][CH2:37][O:36][CH2:35]1, predict the reactants needed to synthesize it. The reactants are: Cl.Cl.[O:3]1[CH2:7][CH2:6][C@H:5]([C@:8]2([C:14]([N:16]3[CH2:21][CH2:20][N:19]([C:22]4[CH:27]=[C:26]([C:28]([F:31])([F:30])[F:29])[CH:25]=[CH:24][N:23]=4)[CH2:18][CH2:17]3)=[O:15])[CH2:12][CH2:11][C@@H:10]([NH2:13])[CH2:9]2)[CH2:4]1.[CH3:32][O:33][CH:34]1[C:39](=O)[CH2:38][CH2:37][O:36][CH2:35]1.C(N(CC)CC)C.C(O[BH-](OC(=O)C)OC(=O)C)(=O)C.[Na+]. (2) Given the product [CH2:1]([S:3]([N:6]1[CH2:7][C:8]([CH2:18][C:19]#[N:20])([N:10]2[CH2:15][CH2:14][CH:13]([CH:16]=[O:17])[CH2:12][CH2:11]2)[CH2:9]1)(=[O:5])=[O:4])[CH3:2], predict the reactants needed to synthesize it. The reactants are: [CH2:1]([S:3]([N:6]1[CH2:9][C:8]([CH2:18][C:19]#[N:20])([N:10]2[CH2:15][CH2:14][CH:13]([CH2:16][OH:17])[CH2:12][CH2:11]2)[CH2:7]1)(=[O:5])=[O:4])[CH3:2].CC(OI1(OC(C)=O)(OC(C)=O)OC(=O)C2C=CC=CC1=2)=O.[O-]S([O-])(=S)=O.[Na+].[Na+].